This data is from Reaction yield outcomes from USPTO patents with 853,638 reactions. The task is: Predict the reaction yield, written as a fraction of the theoretical maximum amount of product (1.0 means a 100% yield; for example, 0.34 means a 34% yield). The reactants are Br[C:2]1[CH:3]=[C:4]([CH:21]=[CH:22][C:23]=1[F:24])[CH2:5][CH2:6][C:7]1[NH:8][CH:9]=[C:10]([CH2:14][C:15]2[CH:16]=[N:17][CH:18]=[N:19][CH:20]=2)[C:11](=[O:13])[N:12]=1.[Cu][C:26]#[N:27]. The catalyst is CN1C(=O)CCC1. The product is [F:24][C:23]1[CH:22]=[CH:21][C:4]([CH2:5][CH2:6][C:7]2[NH:8][CH:9]=[C:10]([CH2:14][C:15]3[CH:16]=[N:17][CH:18]=[N:19][CH:20]=3)[C:11](=[O:13])[N:12]=2)=[CH:3][C:2]=1[C:26]#[N:27]. The yield is 0.550.